Dataset: Reaction yield outcomes from USPTO patents with 853,638 reactions. Task: Predict the reaction yield, written as a fraction of the theoretical maximum amount of product (1.0 means a 100% yield; for example, 0.34 means a 34% yield). (1) The reactants are [N:1]1([C:8]([O:10]C(C)(C)C)=O)[CH2:7][CH2:6][CH2:5][NH:4][CH2:3][CH2:2]1.CC1C=CC(S(O[CH2:26][CH:27]2[CH2:32][CH2:31][CH2:30][N:29]([CH2:33][CH3:34])[CH2:28]2)(=O)=O)=CC=1.C(=O)([O-])[O-].[K+].[K+].C(N(C(C)C)CC)(C)C.[Cl:50][C:51]1[CH:52]=[C:53]([N:58]=C=O)[CH:54]=[CH:55][C:56]=1[Cl:57]. The catalyst is C(#N)C.ClCCl.CN(C)C=O. The product is [Cl:50][C:51]1[CH:52]=[C:53]([NH:58][C:8]([N:1]2[CH2:7][CH2:6][CH2:5][N:4]([CH2:26][CH:27]3[CH2:32][CH2:31][CH2:30][N:29]([CH2:33][CH3:34])[CH2:28]3)[CH2:3][CH2:2]2)=[O:10])[CH:54]=[CH:55][C:56]=1[Cl:57]. The yield is 0.560. (2) The reactants are C(O[C:6](=[O:33])[NH:7][CH2:8][C@@H:9]1[O:13][C:12](=[O:14])[N:11]([C:15]2[CH:20]=[CH:19][C:18]([C:21]3[S:22][CH:23]=[C:24]([CH2:26][N:27]4[CH:31]=[CH:30][CH:29]=[N:28]4)[N:25]=3)=[C:17]([F:32])[CH:16]=2)[CH2:10]1)(C)(C)C.F[C:35](F)(F)C(O)=O.N1C=CC=CC=1.C(OC(=O)C)(=O)C. The catalyst is ClCCl.C(OCC)(=O)C.O. The product is [F:32][C:17]1[CH:16]=[C:15]([N:11]2[CH2:10][C@H:9]([CH2:8][NH:7][C:6](=[O:33])[CH3:35])[O:13][C:12]2=[O:14])[CH:20]=[CH:19][C:18]=1[C:21]1[S:22][CH:23]=[C:24]([CH2:26][N:27]2[CH:31]=[CH:30][CH:29]=[N:28]2)[N:25]=1. The yield is 0.150.